This data is from Forward reaction prediction with 1.9M reactions from USPTO patents (1976-2016). The task is: Predict the product of the given reaction. (1) Given the reactants [Cl:1][C:2]1[CH:7]=[C:6]([OH:8])[CH:5]=[CH:4][C:3]=1[CH:9]([CH3:24])[C:10]([C:16]1[N:20]([CH3:21])[C:19]([C:22]#[N:23])=[CH:18][CH:17]=1)([OH:15])[C:11]([F:14])([F:13])[F:12].Cl[C:26]1[CH:35]=[CH:34][C:29]([C:30]([O:32]C)=[O:31])=[CH:28][N:27]=1, predict the reaction product. The product is: [Cl:1][C:2]1[CH:7]=[C:6]([CH:5]=[CH:4][C:3]=1[CH:9]([CH3:24])[C:10]([C:16]1[N:20]([CH3:21])[C:19]([C:22]#[N:23])=[CH:18][CH:17]=1)([OH:15])[C:11]([F:14])([F:13])[F:12])[O:8][C:26]1[CH:35]=[CH:34][C:29]([C:30]([OH:32])=[O:31])=[CH:28][N:27]=1. (2) Given the reactants ClC(C)OC(=O)OC/C=C\COC(=O)[NH:12][CH2:13][CH2:14][O:15][CH2:16][C:17]1[NH:18][C:19]([CH3:39])=[C:20]([C:35]([O:37][CH3:38])=[O:36])[CH:21]([C:28]2[CH:33]=[CH:32][CH:31]=[CH:30][C:29]=2[Cl:34])[C:22]=1[C:23]([O:25][CH2:26][CH3:27])=[O:24], predict the reaction product. The product is: [CH3:27][CH2:26][O:25][C:23]([C:22]1[CH:21]([C:28]2[CH:33]=[CH:32][CH:31]=[CH:30][C:29]=2[Cl:34])[C:20]([C:35]([O:37][CH3:38])=[O:36])=[C:19]([CH3:39])[NH:18][C:17]=1[CH2:16][O:15][CH2:14][CH2:13][NH2:12])=[O:24]. (3) Given the reactants [NH2:1][CH:2]1[CH2:5][N:4]([C:6]2[CH:11]=[CH:10][N:9]=[C:8](NCCCC)[N:7]=2)[CH2:3]1.C(OC(=O)NC1CN(C2C=CN=C([NH:34][CH2:35][CH2:36][CH2:37][CH3:38])N=2)C1)(C)(C)C.Cl.CO, predict the reaction product. The product is: [NH2:1][CH:2]1[CH2:3][N:4]([C:6]2[CH:11]=[CH:10][N:9]=[C:8]([CH2:38][CH2:37][CH2:36][CH2:35][NH2:34])[N:7]=2)[CH2:5]1. (4) Given the reactants [C:1]([C:3]([C:16](=[O:42])[NH:17][CH2:18][CH2:19][N:20]1[C:24]2[CH:25]=[CH:26][CH:27]=[CH:28][C:23]=2[N:22]=[C:21]1[NH:29][C:30]([C:32]1[S:33][C:34]([C:37]2[CH:38]=[N:39][NH:40][CH:41]=2)=[CH:35][CH:36]=1)=[O:31])=[CH:4][C:5]([NH:8]C(=O)OC(C)(C)C)([CH3:7])[CH3:6])#[N:2].[F:43][C:44]([F:49])([F:48])[C:45]([OH:47])=[O:46], predict the reaction product. The product is: [F:43][C:44]([F:49])([F:48])[C:45]([OH:47])=[O:46].[NH2:8][C:5]([CH3:7])([CH3:6])[CH:4]=[C:3]([C:1]#[N:2])[C:16]([NH:17][CH2:18][CH2:19][N:20]1[C:24]2[CH:25]=[CH:26][CH:27]=[CH:28][C:23]=2[N:22]=[C:21]1[NH:29][C:30]([C:32]1[S:33][C:34]([C:37]2[CH:41]=[N:40][NH:39][CH:38]=2)=[CH:35][CH:36]=1)=[O:31])=[O:42]. (5) The product is: [CH2:1]([O:3][CH:4]([O:23][CH2:24][CH3:25])[C:5]1[CH:22]=[CH:21][C:8]([CH:9]2[CH:32]([C:28]3[N:27]([CH3:26])[CH:31]=[CH:30][N:29]=3)[C:13](=[O:41])[C:12]3[C:16]([C:15]([O:14][CH2:34][CH3:35])=[O:20])=[CH:17][CH:18]=[CH:19][C:11]=3[NH:10]2)=[CH:7][CH:6]=1)[CH3:2]. Given the reactants [CH2:1]([O:3][CH:4]([O:23][CH2:24][CH3:25])[C:5]1[CH:22]=[CH:21][C:8](/[CH:9]=[N:10]/[C:11]2[CH:19]=[CH:18][CH:17]=[C:16]3[C:12]=2[CH2:13][O:14][C:15]3=[O:20])=[CH:7][CH:6]=1)[CH3:2].[CH3:26][N:27]1[CH:31]=[CH:30][N:29]=[C:28]1[CH:32]=O.[CH2:34]([O-])[CH3:35].[Na+].C(OCC)(=[O:41])CC, predict the reaction product. (6) Given the reactants [CH3:1][P:2](=[O:7])([O:5][CH3:6])[O:3][CH3:4].[Li]CCCC.[O:13]1[C:17]2([CH2:22][CH2:21][CH:20]([C:23](OCC)=[O:24])[CH2:19][CH2:18]2)[O:16][CH2:15][CH2:14]1, predict the reaction product. The product is: [O:13]1[C:17]2([CH2:22][CH2:21][CH:20]([C:23](=[O:24])[CH2:1][P:2](=[O:7])([O:5][CH3:6])[O:3][CH3:4])[CH2:19][CH2:18]2)[O:16][CH2:15][CH2:14]1. (7) Given the reactants C(OC([N:8]1[CH2:13][CH2:12][CH:11]([NH:14][CH2:15][C:16]2[NH:17][C:18]([N+:21]([O-:23])=[O:22])=[CH:19][N:20]=2)[CH2:10][CH2:9]1)=O)(C)(C)C.Cl, predict the reaction product. The product is: [N+:21]([C:18]1[NH:17][C:16]([CH2:15][NH:14][CH:11]2[CH2:12][CH2:13][NH:8][CH2:9][CH2:10]2)=[N:20][CH:19]=1)([O-:23])=[O:22]. (8) Given the reactants [O:1]1[C:5]([C:6]2[CH:14]=[CH:13][C:9]([C:10]([OH:12])=O)=[CH:8][CH:7]=2)=[CH:4][N:3]=[CH:2]1.[CH3:15][C:16]1([O:19][C:20]([N:22]2[CH2:27][CH2:26][CH:25]([NH:28][CH:29]3[CH2:31][CH2:30]3)[CH2:24][CH2:23]2)=[O:21])[CH2:18][CH2:17]1, predict the reaction product. The product is: [CH3:15][C:16]1([O:19][C:20]([N:22]2[CH2:23][CH2:24][CH:25]([N:28]([CH:29]3[CH2:31][CH2:30]3)[C:10](=[O:12])[C:9]3[CH:8]=[CH:7][C:6]([C:5]4[O:1][CH:2]=[N:3][CH:4]=4)=[CH:14][CH:13]=3)[CH2:26][CH2:27]2)=[O:21])[CH2:18][CH2:17]1. (9) Given the reactants [C:1]([NH:9][C:10]1[CH:11]=[CH:12][C:13]2[N:17]=[C:16]([S:18][CH2:19][CH2:20][CH2:21][NH:22]C(=O)OC(C)(C)C)[N:15]([CH2:30][CH:31]=[C:32]([CH3:34])[CH3:33])[C:14]=2[CH:35]=1)(=[O:8])[C:2]1[CH:7]=[CH:6][CH:5]=[CH:4][CH:3]=1.[F:36][C:37]([F:42])([F:41])[C:38]([OH:40])=[O:39], predict the reaction product. The product is: [F:36][C:37]([F:42])([F:41])[C:38]([OH:40])=[O:39].[NH2:22][CH2:21][CH2:20][CH2:19][S:18][C:16]1[N:15]([CH2:30][CH:31]=[C:32]([CH3:34])[CH3:33])[C:14]2[CH:35]=[C:10]([NH:9][C:1](=[O:8])[C:2]3[CH:3]=[CH:4][CH:5]=[CH:6][CH:7]=3)[CH:11]=[CH:12][C:13]=2[N:17]=1.